From a dataset of Full USPTO retrosynthesis dataset with 1.9M reactions from patents (1976-2016). Predict the reactants needed to synthesize the given product. (1) Given the product [CH3:51][N:52]([C:48]([C:41]1[CH:42]=[CH:43][C:44]2[C@@H:45]3[C@H:36]([C@H:33]4[C@@:31]([CH2:47][CH2:46]3)([CH3:32])[C:30]([C:28]3[CH:27]=[N:26][CH:25]=[N:24][CH:29]=3)=[CH:35][CH2:34]4)[CH2:37][CH2:38][C:39]=2[CH:40]=1)=[O:50])[CH2:53][CH2:54][C:55]([OH:56])=[O:1], predict the reactants needed to synthesize it. The reactants are: [OH2:1].ON1C2C=CC=CC=2N=N1.Cl.CN(C)CCCN=C=NCC.[N:24]1[CH:29]=[C:28]([C:30]2[C@:31]3([CH2:47][CH2:46][C@H:45]4[C@@H:36]([CH2:37][CH2:38][C:39]5[CH:40]=[C:41]([C:48]([OH:50])=O)[CH:42]=[CH:43][C:44]=54)[C@@H:33]3[CH2:34][CH:35]=2)[CH3:32])[CH:27]=[N:26][CH:25]=1.[CH3:51][NH:52][CH2:53][CH2:54][C:55](OC(C)(C)C)=[O:56]. (2) Given the product [F:35][C:32]1[CH:31]=[C:30]([O:36][CH3:37])[C:29]2[NH:28][C:16]3[CH2:15][CH2:14][NH:13][CH2:18][C:17]=3[C:34]=2[CH:33]=1, predict the reactants needed to synthesize it. The reactants are: C1(C)C=CC(S(O)(=O)=O)=CC=1.Cl.[NH:13]1[CH2:18][CH2:17][C:16](=O)[CH2:15][CH2:14]1.C1(C(C2C=CC=CC=2)=N[NH:28][C:29]2[CH:34]=[CH:33][C:32]([F:35])=[CH:31][C:30]=2[O:36][CH3:37])C=CC=CC=1. (3) Given the product [F:1][C:2]1[C:7]2[O:8][CH2:9][CH2:10][N:11]([C:15]3[CH:22]=[CH:21][C:20]([C:23]([F:24])([F:26])[F:25])=[CH:19][C:16]=3[C:17]#[N:18])[C:6]=2[CH:5]=[CH:4][CH:3]=1, predict the reactants needed to synthesize it. The reactants are: [F:1][C:2]1[C:7]2[O:8][CH2:9][CH2:10][NH:11][C:6]=2[CH:5]=[CH:4][CH:3]=1.[H-].[Na+].F[C:15]1[CH:22]=[CH:21][C:20]([C:23]([F:26])([F:25])[F:24])=[CH:19][C:16]=1[C:17]#[N:18]. (4) Given the product [F:28][C:26]([F:27])([F:29])[C:24]1[CH:25]=[C:20]([C@@H:18]([N:16]([CH3:17])[C:15]([N:11]2[CH2:12][CH:13]3[C@@:9]([NH:7][CH3:6])([CH2:14]3)[C@@H:10]2[C:35]2[CH:36]=[CH:37][CH:38]=[CH:39][CH:40]=2)=[O:34])[CH3:19])[CH:21]=[C:22]([C:30]([F:31])([F:32])[F:33])[CH:23]=1, predict the reactants needed to synthesize it. The reactants are: C(O[C:6](=O)[N:7]([C@@:9]12[CH2:14][CH:13]1[CH2:12][N:11]([C:15](=[O:34])[N:16]([C@H:18]([C:20]1[CH:25]=[C:24]([C:26]([F:29])([F:28])[F:27])[CH:23]=[C:22]([C:30]([F:33])([F:32])[F:31])[CH:21]=1)[CH3:19])[CH3:17])[C@H:10]2[C:35]1[CH:40]=[CH:39][CH:38]=[CH:37][CH:36]=1)C)(C)(C)C.FC(F)(F)C(O)=O. (5) Given the product [C:29]([O:9][C@@H:2]([CH2:3][CH2:4][CH2:5][CH2:6][CH2:7][CH3:8])[CH3:1])(=[O:36])[C:30]1[CH:35]=[CH:34][CH:33]=[CH:32][CH:31]=1.[CH3:1][C@H:2]([OH:9])[CH2:3][CH2:4][CH2:5][CH2:6][CH2:7][CH3:8], predict the reactants needed to synthesize it. The reactants are: [CH3:1][C@H:2]([OH:9])[CH2:3][CH2:4][CH2:5][CH2:6][CH2:7][CH3:8].C1(P(C2C=CC=CC=2)C2C=CC=CC=2)C=CC=CC=1.[C:29](O)(=[O:36])[C:30]1[CH:35]=[CH:34][CH:33]=[CH:32][CH:31]=1.COCCOC(N=NC(OCCOC)=O)=O. (6) Given the product [CH2:1]([O:3][C:4](=[O:16])[C:5]([C:7]1[CH:12]=[CH:11][C:10]([NH2:13])=[CH:9][CH:8]=1)=[O:6])[CH3:2], predict the reactants needed to synthesize it. The reactants are: [CH2:1]([O:3][C:4](=[O:16])[C:5]([C:7]1[CH:12]=[CH:11][C:10]([N+:13]([O-])=O)=[CH:9][CH:8]=1)=[O:6])[CH3:2].